Dataset: Forward reaction prediction with 1.9M reactions from USPTO patents (1976-2016). Task: Predict the product of the given reaction. (1) Given the reactants Cl[C:2]1[C:11]2[C:6](=[CH:7][CH:8]=[CH:9][CH:10]=2)[CH:5]=[CH:4][N:3]=1.[C:12]([O:16][C:17]([N:19]1[CH2:24][CH2:23][CH:22]([NH2:25])[CH2:21][CH2:20]1)=[O:18])([CH3:15])([CH3:14])[CH3:13].O(C(C)(C)C)[K], predict the reaction product. The product is: [C:12]([O:16][C:17]([N:19]1[CH2:24][CH2:23][CH:22]([NH:25][C:2]2[C:11]3[C:6](=[CH:7][CH:8]=[CH:9][CH:10]=3)[CH:5]=[CH:4][N:3]=2)[CH2:21][CH2:20]1)=[O:18])([CH3:15])([CH3:13])[CH3:14]. (2) Given the reactants [CH3:1][O:2][C:3]1[CH:8]=[CH:7][C:6]([N:9]2[CH2:14][CH2:13][CH:12]([NH:15]C(=O)OC(C)(C)C)[CH2:11][CH2:10]2)=[CH:5][CH:4]=1.[ClH:23].CO, predict the reaction product. The product is: [ClH:23].[ClH:23].[CH3:1][O:2][C:3]1[CH:4]=[CH:5][C:6]([N:9]2[CH2:14][CH2:13][CH:12]([NH2:15])[CH2:11][CH2:10]2)=[CH:7][CH:8]=1.